This data is from Full USPTO retrosynthesis dataset with 1.9M reactions from patents (1976-2016). The task is: Predict the reactants needed to synthesize the given product. (1) The reactants are: [C:1]([CH2:3][C:4]([C:6]1[CH:15]=[CH:14][C:9]([C:10]([O:12][CH3:13])=[O:11])=[CH:8][CH:7]=1)=[O:5])#[N:2].[C:16]1([CH3:26])[CH:21]=[CH:20][C:19]([S:22](Cl)(=[O:24])=[O:23])=[CH:18][CH:17]=1.C(N(CC)CC)C. Given the product [C:1]([CH:3]=[C:4]([C:6]1[CH:15]=[CH:14][C:9]([C:10]([O:12][CH3:13])=[O:11])=[CH:8][CH:7]=1)[O:5][S:22]([C:19]1[CH:20]=[CH:21][C:16]([CH3:26])=[CH:17][CH:18]=1)(=[O:24])=[O:23])#[N:2], predict the reactants needed to synthesize it. (2) Given the product [Br:1][C:2]1[C:7]([O:8][CH2:9][C@@H:10]2[CH2:14][CH2:13][CH2:12][N:11]2[C:15]([O:17][C:18]([CH3:19])([CH3:20])[CH3:21])=[O:16])=[C:6]([C:22]([O:24][CH3:25])=[O:23])[C:5]([N:26]([C:27]([O:29][C:30]([CH3:33])([CH3:32])[CH3:31])=[O:28])[C:34]([O:36][C:37]([CH3:39])([CH3:38])[CH3:40])=[O:35])=[CH:4][CH:3]=1, predict the reactants needed to synthesize it. The reactants are: [Br:1][C:2]1[C:7]([O:8][CH2:9][C@H:10]2[CH2:14][CH2:13][CH2:12][N:11]2[C:15]([O:17][C:18]([CH3:21])([CH3:20])[CH3:19])=[O:16])=[C:6]([C:22]([O:24][CH3:25])=[O:23])[C:5]([N:26]([C:34]([O:36][C:37]([CH3:40])([CH3:39])[CH3:38])=[O:35])[C:27]([O:29][C:30]([CH3:33])([CH3:32])[CH3:31])=[O:28])=[CH:4][CH:3]=1.OC[C@H]1CCCN1C(OC(C)(C)C)=O.BrC1C(O)=C(C(N(C(OC(C)(C)C)=O)C(OC(C)(C)C)=O)=CC=1)C(OC)=O. (3) Given the product [NH2:1][C:2]1[CH:3]=[CH:4][C:5]([N:6]([CH2:15][CH2:16][CH2:17][CH2:18][CH2:19][CH3:20])[C:7](=[O:9])[CH3:8])=[CH:10][CH:11]=1, predict the reactants needed to synthesize it. The reactants are: [NH2:1][C:2]1[CH:11]=[CH:10][C:5]([NH:6][C:7](=[O:9])[CH3:8])=[CH:4][CH:3]=1.[H-].[Na+].Br[CH2:15][CH2:16][CH2:17][CH2:18][CH2:19][CH3:20]. (4) Given the product [C:1]([O:6][CH2:16][CH2:15][CH2:14][CH2:13][OH:23])(=[O:5])[CH2:2][CH2:3][CH2:4][CH2:8][CH2:9][CH2:10][CH2:11][CH2:12][CH3:25], predict the reactants needed to synthesize it. The reactants are: [CH:1]([OH:6])([OH:5])[CH2:2][CH2:3][CH3:4].N1[CH:12]=[CH:11][CH:10]=[CH:9][CH:8]=1.[C:13](Cl)(=[O:23])[CH2:14][CH2:15][CH2:16]CCCCCC.[CH2:25](Cl)Cl. (5) Given the product [O:3]=[C:4]1[C:12]2[C:7](=[CH:8][C:9](/[CH:13]=[CH:14]/[C:15]([OH:17])=[O:16])=[CH:10][CH:11]=2)[CH2:6][CH2:5]1, predict the reactants needed to synthesize it. The reactants are: [OH-].[Na+].[O:3]=[C:4]1[C:12]2[C:7](=[CH:8][C:9](/[CH:13]=[CH:14]/[C:15]([O:17]CC)=[O:16])=[CH:10][CH:11]=2)[CH2:6][CH2:5]1.Cl. (6) Given the product [OH:28][C:21]1[C:20](=[O:19])[N:9]([CH2:8][CH2:7][CH2:6][N:1]2[CH:5]=[CH:4][N:3]=[CH:2]2)[CH:15]([C:11]2[S:10][CH:14]=[CH:13][CH:12]=2)[C:22]=1[CH2:23][CH2:24][CH2:25][CH2:26][CH3:27], predict the reactants needed to synthesize it. The reactants are: [N:1]1([CH2:6][CH2:7][CH2:8][NH2:9])[CH:5]=[CH:4][N:3]=[CH:2]1.[S:10]1[CH:14]=[CH:13][CH:12]=[C:11]1[CH:15]=O.C([O:19][C:20](=O)[C:21](=[O:28])[CH2:22][CH2:23][CH2:24][CH2:25][CH2:26][CH3:27])C. (7) Given the product [CH3:22][O:21][CH2:20][CH2:19][N:17]([CH3:18])[C:6]1[CH:5]=[C:4]([CH:9]=[CH:8][C:7]=1[N:10]1[CH2:15][CH2:14][N:13]([CH3:16])[CH2:12][CH2:11]1)[C:3]([OH:23])=[O:2], predict the reactants needed to synthesize it. The reactants are: C[O:2][C:3](=[O:23])[C:4]1[CH:9]=[CH:8][C:7]([N:10]2[CH2:15][CH2:14][N:13]([CH3:16])[CH2:12][CH2:11]2)=[C:6]([N:17]([CH2:19][CH2:20][O:21][CH3:22])[CH3:18])[CH:5]=1.[OH-].[Na+].Cl. (8) Given the product [C:1]([NH:4][C@H:5]([C:6]([OH:8])=[O:7])[CH2:10][CH2:9][S:12][CH3:11])(=[O:3])[CH3:2], predict the reactants needed to synthesize it. The reactants are: [C:1]([NH:4][CH:5]1[CH2:10][CH2:9][O:8][C:6]1=[O:7])(=[O:3])[CH3:2].[CH3:11][SH:12]. (9) Given the product [OH:23][NH:22][C:11]([C:8]1[CH:7]=[C:6]([CH3:13])[C:5]([CH2:1][CH:2]([CH3:4])[CH3:3])=[CH:10][N:9]=1)=[NH:12], predict the reactants needed to synthesize it. The reactants are: [CH2:1]([C:5]1[C:6]([CH3:13])=[CH:7][C:8]([C:11]#[N:12])=[N:9][CH:10]=1)[CH:2]([CH3:4])[CH3:3].C(N(CC)CC)C.Cl.[NH2:22][OH:23].